Dataset: Peptide-MHC class I binding affinity with 185,985 pairs from IEDB/IMGT. Task: Regression. Given a peptide amino acid sequence and an MHC pseudo amino acid sequence, predict their binding affinity value. This is MHC class I binding data. (1) The peptide sequence is FEDLRVLSF. The MHC is HLA-B40:01 with pseudo-sequence HLA-B40:01. The binding affinity (normalized) is 0.355. (2) The peptide sequence is SLLERGQQLGV. The MHC is HLA-A24:02 with pseudo-sequence HLA-A24:02. The binding affinity (normalized) is 0.195.